Dataset: Reaction yield outcomes from USPTO patents with 853,638 reactions. Task: Predict the reaction yield, written as a fraction of the theoretical maximum amount of product (1.0 means a 100% yield; for example, 0.34 means a 34% yield). (1) The reactants are [CH2:1]([OH:13])[CH2:2][CH2:3][CH2:4][CH2:5][CH2:6][CH2:7][CH2:8][CH2:9][CH2:10][CH2:11][CH3:12].CCN(CC)CC.[Cl:21][CH2:22][O:23][C:24](Cl)=[O:25]. The catalyst is C(Cl)(Cl)Cl.C(Cl)Cl. The product is [C:24](=[O:25])([O:13][CH2:1][CH2:2][CH2:3][CH2:4][CH2:5][CH2:6][CH2:7][CH2:8][CH2:9][CH2:10][CH2:11][CH3:12])[O:23][CH2:22][Cl:21]. The yield is 0.690. (2) The reactants are CCN(C(C)C)C(C)C.[Br:10][C:11]1[CH:20]=[N:19][C:18]2[N:17]=[C:16](O)[N:15]3[N:22]=[C:23]([CH3:25])[CH:24]=[C:14]3[C:13]=2[CH:12]=1.O=P(Cl)(Cl)Cl.Cl.[NH:32]1[CH2:35][CH:34]([N:36]([CH3:44])[C:37](=[O:43])[O:38][C:39]([CH3:42])([CH3:41])[CH3:40])[CH2:33]1. No catalyst specified. The product is [Br:10][C:11]1[CH:20]=[N:19][C:18]2[N:17]=[C:16]([N:32]3[CH2:35][CH:34]([N:36]([CH3:44])[C:37](=[O:43])[O:38][C:39]([CH3:40])([CH3:41])[CH3:42])[CH2:33]3)[N:15]3[N:22]=[C:23]([CH3:25])[CH:24]=[C:14]3[C:13]=2[CH:12]=1. The yield is 0.670. (3) The reactants are Cl.[C:2]([C:4]1[CH:5]=[C:6]([N:10]2[CH2:15][C@@H:14]3[CH2:16][C@H:11]2[CH2:12][N:13]3[C:17]2[CH:29]=[CH:28][C:20]([C:21]([O:23]C(C)(C)C)=[O:22])=[CH:19][CH:18]=2)[CH:7]=[CH:8][CH:9]=1)#[N:3]. The catalyst is [N+](C)([O-])=O. The product is [C:2]([C:4]1[CH:5]=[C:6]([N:10]2[CH2:15][C@@H:14]3[CH2:16][C@H:11]2[CH2:12][N:13]3[C:17]2[CH:29]=[CH:28][C:20]([C:21]([OH:23])=[O:22])=[CH:19][CH:18]=2)[CH:7]=[CH:8][CH:9]=1)#[N:3]. The yield is 0.390. (4) The reactants are C([O:8][C:9]1[CH:26]=[CH:25][C:12]2[NH:13][C:14]([CH2:19][C:20]([O:22][CH2:23][CH3:24])=[O:21])=[N:15][S:16](=[O:18])(=[O:17])[C:11]=2[CH:10]=1)C1C=CC=CC=1.[H][H]. The catalyst is C(O)C.[Pd]. The product is [OH:8][C:9]1[CH:26]=[CH:25][C:12]2[NH:13][C:14]([CH2:19][C:20]([O:22][CH2:23][CH3:24])=[O:21])=[N:15][S:16](=[O:18])(=[O:17])[C:11]=2[CH:10]=1. The yield is 0.920. (5) The reactants are N[C:2]1[CH:3]=[C:4]([CH:7]=[CH:8][C:9]=1[O:10][C:11]1[CH:16]=[C:15]([CH3:17])[CH:14]=[C:13]([CH3:18])[CH:12]=1)[C:5]#[N:6].[ClH:19].N([O-])=O.[Na+].[S:24](=[O:26])=[O:25]. The catalyst is O. The product is [C:5]([C:4]1[CH:7]=[CH:8][C:9]([O:10][C:11]2[CH:16]=[C:15]([CH3:17])[CH:14]=[C:13]([CH3:18])[CH:12]=2)=[C:2]([S:24]([Cl:19])(=[O:26])=[O:25])[CH:3]=1)#[N:6]. The yield is 0.861. (6) The reactants are [O:1]=[C:2]1[N:6]([C@@H:7]([C:9]2[CH:10]=[C:11]([CH:14]=[CH:15][CH:16]=2)[C:12]#[N:13])[CH3:8])[C:5](=O)[CH2:4][O:3]1.[BH4-].[Na+].CC(C)=O.CS(Cl)(=O)=O. The catalyst is CO.C([O-])(O)=O.[Na+]. The product is [O:1]=[C:2]1[N:6]([C@@H:7]([C:9]2[CH:10]=[C:11]([CH:14]=[CH:15][CH:16]=2)[C:12]#[N:13])[CH3:8])[CH:5]=[CH:4][O:3]1. The yield is 0.610. (7) The reactants are [CH2:1]([O:8][C:9]1[N:24]=[CH:23][C:22]([OH:25])=[C:21]([O:26][CH2:27][C:28]2[CH:33]=[CH:32][CH:31]=[CH:30][CH:29]=2)[C:10]=1[C:11]([O:13][CH2:14][C:15]1[CH:20]=[CH:19][CH:18]=[CH:17][CH:16]=1)=[O:12])[C:2]1[CH:7]=[CH:6][CH:5]=[CH:4][CH:3]=1.C1C(=O)N([Br:41])C(=O)C1.O. The catalyst is CN(C=O)C. The product is [CH2:1]([O:8][C:9]1[N:24]=[C:23]([Br:41])[C:22]([OH:25])=[C:21]([O:26][CH2:27][C:28]2[CH:33]=[CH:32][CH:31]=[CH:30][CH:29]=2)[C:10]=1[C:11]([O:13][CH2:14][C:15]1[CH:20]=[CH:19][CH:18]=[CH:17][CH:16]=1)=[O:12])[C:2]1[CH:7]=[CH:6][CH:5]=[CH:4][CH:3]=1. The yield is 0.680. (8) The reactants are C1(P(C2C=CC=CC=2)C2C=CC3C(=CC=CC=3)C=2C2C3C(=CC=CC=3)C=CC=2P(C2C=CC=CC=2)C2C=CC=CC=2)C=CC=CC=1.FC(F)(F)S(O[C:53]1[CH:62]=[C:61]2[C:56]([C:57]([Cl:63])=[CH:58][CH:59]=[N:60]2)=[CH:55][C:54]=1[O:64][CH3:65])(=O)=O.[N:68]1([CH2:74][CH2:75][NH2:76])[CH2:73][CH2:72][O:71][CH2:70][CH2:69]1.C(=O)([O-])[O-].[Cs+].[Cs+]. The catalyst is C1(C)C=CC=CC=1.C([O-])(=O)C.[Pd+2].C([O-])(=O)C.O. The product is [Cl:63][C:57]1[C:56]2[C:61](=[CH:62][C:53]([NH:76][CH2:75][CH2:74][N:68]3[CH2:73][CH2:72][O:71][CH2:70][CH2:69]3)=[C:54]([O:64][CH3:65])[CH:55]=2)[N:60]=[CH:59][CH:58]=1. The yield is 0.140.